From a dataset of hERG Central: cardiac toxicity at 1µM, 10µM, and general inhibition. Predict hERG channel inhibition at various concentrations. (1) The molecule is O=S(=O)(Nc1ccc2c(c1)nc1n2CCN(Cc2ccccc2)C1)c1ccc(F)cc1. Results: hERG_inhib (hERG inhibition (general)): blocker. (2) The compound is CCOC(=O)c1c(NC(C)=O)sc2c(OCC(O)CN(CC)CC)c(Br)ccc12. Results: hERG_inhib (hERG inhibition (general)): blocker. (3) The drug is Cc1cc(C)c([C@@H]2C[C@H]3CN(C4CCCC4)C(=O)[C@]34CCCN24)c(-n2cccn2)c1. Results: hERG_inhib (hERG inhibition (general)): blocker.